Dataset: Retrosynthesis with 50K atom-mapped reactions and 10 reaction types from USPTO. Task: Predict the reactants needed to synthesize the given product. (1) Given the product Cc1nc(-c2ccc(O)cc2)c(Br)s1, predict the reactants needed to synthesize it. The reactants are: COc1ccc(-c2nc(C)sc2Br)cc1. (2) Given the product Cc1cncc(C(=O)N(C)c2ccc(Cc3nc4c([nH]3)c(=O)n(Cc3ccccc3F)c(=O)n4CC3CC3)cc2)c1, predict the reactants needed to synthesize it. The reactants are: CNc1ccc(Cc2nc3c([nH]2)c(=O)n(Cc2ccccc2F)c(=O)n3CC2CC2)cc1.Cc1cncc(C(=O)O)c1. (3) Given the product Cc1cccc2c1OC(=O)CC2, predict the reactants needed to synthesize it. The reactants are: Cc1cccc2ccc(=O)oc12. (4) Given the product CN1CCCC1Cc1cccc(OC(=O)C(C)(C)C)c1, predict the reactants needed to synthesize it. The reactants are: CC(C)(C)C(=O)Cl.CN1CCCC1Cc1cccc(O)c1. (5) Given the product CCOC(=O)c1cc2ccccc2n1CC#N, predict the reactants needed to synthesize it. The reactants are: CCOC(=O)c1cc2ccccc2[nH]1.N#CCBr. (6) Given the product COc1cc(C)c(CCCC(=O)O)c(O)c1OC, predict the reactants needed to synthesize it. The reactants are: COc1cc(C)c(C(=O)CCC(=O)O)c(O)c1OC.